Task: Predict the reaction yield, written as a fraction of the theoretical maximum amount of product (1.0 means a 100% yield; for example, 0.34 means a 34% yield).. Dataset: Reaction yield outcomes from USPTO patents with 853,638 reactions (1) The reactants are [F:1][C:2]([F:29])([F:28])[C:3]1[CH:4]=[C:5]([CH:21]=[C:22]([C:24]([F:27])([F:26])[F:25])[CH:23]=1)[CH2:6][N:7]1[CH2:14][CH2:13][CH2:12][O:11][C:10]2[N:15]=[CH:16][CH:17]=[C:18](I)[C:9]=2[C:8]1=[O:20].[CH3:30][C:31]1[CH:36]=[CH:35][CH:34]=[CH:33][C:32]=1B(O)O. No catalyst specified. The product is [F:1][C:2]([F:29])([F:28])[C:3]1[CH:4]=[C:5]([CH:21]=[C:22]([C:24]([F:27])([F:26])[F:25])[CH:23]=1)[CH2:6][N:7]1[CH2:14][CH2:13][CH2:12][O:11][C:10]2[N:15]=[CH:16][CH:17]=[C:18]([C:32]3[CH:33]=[CH:34][CH:35]=[CH:36][C:31]=3[CH3:30])[C:9]=2[C:8]1=[O:20]. The yield is 0.990. (2) The reactants are [CH3:1][O:2][CH2:3][C@H:4]([CH3:31])[O:5][C:6]1[CH:7]=[C:8]([C:23]2[NH:27][C:26]([C:28]([OH:30])=O)=[CH:25][CH:24]=2)[CH:9]=[C:10]([O:12][C:13]2[CH:18]=[CH:17][C:16]([S:19]([CH3:22])(=[O:21])=[O:20])=[CH:15][CH:14]=2)[CH:11]=1.[NH2:32][CH2:33][C:34]([CH3:37])([OH:36])[CH3:35].CCN=C=NCCCN(C)C.Cl.Cl. The catalyst is ClCCl.CN(C)C1C=CN=CC=1. The product is [OH:36][C:34]([CH3:37])([CH3:35])[CH2:33][NH:32][C:28]([C:26]1[NH:27][C:23]([C:8]2[CH:9]=[C:10]([O:12][C:13]3[CH:18]=[CH:17][C:16]([S:19]([CH3:22])(=[O:20])=[O:21])=[CH:15][CH:14]=3)[CH:11]=[C:6]([O:5][C@@H:4]([CH3:31])[CH2:3][O:2][CH3:1])[CH:7]=2)=[CH:24][CH:25]=1)=[O:30]. The yield is 0.880. (3) The reactants are Cl.[CH3:2][O:3][C:4]1[CH:9]=[CH:8][CH:7]=[CH:6][C:5]=1[N:10]1[CH2:15][CH2:14][NH:13][CH2:12][CH2:11]1. The catalyst is O. The product is [CH3:2][O:3][C:4]1[CH:9]=[CH:8][CH:7]=[CH:6][C:5]=1[N:10]1[CH2:15][CH2:14][NH:13][CH2:12][CH2:11]1. The yield is 0.960.